This data is from NCI-60 drug combinations with 297,098 pairs across 59 cell lines. The task is: Regression. Given two drug SMILES strings and cell line genomic features, predict the synergy score measuring deviation from expected non-interaction effect. (1) Synergy scores: CSS=32.2, Synergy_ZIP=-13.4, Synergy_Bliss=-6.25, Synergy_Loewe=-3.41, Synergy_HSA=-2.56. Drug 1: CC12CCC3C(C1CCC2=O)CC(=C)C4=CC(=O)C=CC34C. Cell line: MCF7. Drug 2: CC1CCC2CC(C(=CC=CC=CC(CC(C(=O)C(C(C(=CC(C(=O)CC(OC(=O)C3CCCCN3C(=O)C(=O)C1(O2)O)C(C)CC4CCC(C(C4)OC)O)C)C)O)OC)C)C)C)OC. (2) Drug 1: CC1C(C(=O)NC(C(=O)N2CCCC2C(=O)N(CC(=O)N(C(C(=O)O1)C(C)C)C)C)C(C)C)NC(=O)C3=C4C(=C(C=C3)C)OC5=C(C(=O)C(=C(C5=N4)C(=O)NC6C(OC(=O)C(N(C(=O)CN(C(=O)C7CCCN7C(=O)C(NC6=O)C(C)C)C)C)C(C)C)C)N)C. Drug 2: CC12CCC3C(C1CCC2O)C(CC4=C3C=CC(=C4)O)CCCCCCCCCS(=O)CCCC(C(F)(F)F)(F)F. Cell line: SN12C. Synergy scores: CSS=3.18, Synergy_ZIP=-5.45, Synergy_Bliss=2.50, Synergy_Loewe=-24.3, Synergy_HSA=-2.03. (3) Drug 1: C1=NC2=C(N1)C(=S)N=CN2. Drug 2: CC1=C(C(=O)C2=C(C1=O)N3CC4C(C3(C2COC(=O)N)OC)N4)N. Cell line: HS 578T. Synergy scores: CSS=25.2, Synergy_ZIP=-13.4, Synergy_Bliss=-8.80, Synergy_Loewe=-5.12, Synergy_HSA=-3.92. (4) Drug 1: CN(CC1=CN=C2C(=N1)C(=NC(=N2)N)N)C3=CC=C(C=C3)C(=O)NC(CCC(=O)O)C(=O)O. Drug 2: CC1=C(C(CCC1)(C)C)C=CC(=CC=CC(=CC(=O)O)C)C. Cell line: A498. Synergy scores: CSS=2.17, Synergy_ZIP=-7.77, Synergy_Bliss=-2.34, Synergy_Loewe=-20.9, Synergy_HSA=-3.28. (5) Drug 1: C1C(C(OC1N2C=C(C(=O)NC2=O)F)CO)O. Drug 2: C1C(C(OC1N2C=NC3=C(N=C(N=C32)Cl)N)CO)O. Cell line: OVCAR-5. Synergy scores: CSS=36.9, Synergy_ZIP=-0.243, Synergy_Bliss=0.543, Synergy_Loewe=-3.63, Synergy_HSA=5.92. (6) Drug 1: COC1=CC(=CC(=C1O)OC)C2C3C(COC3=O)C(C4=CC5=C(C=C24)OCO5)OC6C(C(C7C(O6)COC(O7)C8=CC=CS8)O)O. Drug 2: C1CCC(C(C1)N)N.C(=O)(C(=O)[O-])[O-].[Pt+4]. Cell line: UACC-257. Synergy scores: CSS=13.2, Synergy_ZIP=-3.07, Synergy_Bliss=3.52, Synergy_Loewe=-3.21, Synergy_HSA=2.76. (7) Drug 1: CNC(=O)C1=CC=CC=C1SC2=CC3=C(C=C2)C(=NN3)C=CC4=CC=CC=N4. Drug 2: CN1CCC(CC1)COC2=C(C=C3C(=C2)N=CN=C3NC4=C(C=C(C=C4)Br)F)OC. Cell line: HS 578T. Synergy scores: CSS=-1.04, Synergy_ZIP=3.53, Synergy_Bliss=1.21, Synergy_Loewe=-8.94, Synergy_HSA=-5.62. (8) Drug 2: COCCOC1=C(C=C2C(=C1)C(=NC=N2)NC3=CC=CC(=C3)C#C)OCCOC.Cl. Cell line: IGROV1. Drug 1: C1CCC(C(C1)N)N.C(=O)(C(=O)[O-])[O-].[Pt+4]. Synergy scores: CSS=10.4, Synergy_ZIP=-7.07, Synergy_Bliss=-3.97, Synergy_Loewe=-9.53, Synergy_HSA=-3.27. (9) Drug 1: CC1C(C(CC(O1)OC2CC(CC3=C2C(=C4C(=C3O)C(=O)C5=C(C4=O)C(=CC=C5)OC)O)(C(=O)C)O)N)O.Cl. Drug 2: CCC1(C2=C(COC1=O)C(=O)N3CC4=CC5=C(C=CC(=C5CN(C)C)O)N=C4C3=C2)O.Cl. Cell line: SK-MEL-2. Synergy scores: CSS=15.1, Synergy_ZIP=-3.75, Synergy_Bliss=-0.511, Synergy_Loewe=-3.31, Synergy_HSA=-0.699.